This data is from Full USPTO retrosynthesis dataset with 1.9M reactions from patents (1976-2016). The task is: Predict the reactants needed to synthesize the given product. (1) Given the product [Br:9][C:10]1[CH:15]=[CH:14][C:13]([C:16]23[CH2:2][CH:20]2[C:19](=[O:21])[NH:18][C:17]3=[O:22])=[C:12]([F:23])[CH:11]=1, predict the reactants needed to synthesize it. The reactants are: [I-].[CH3:2][S+](C)(C)=O.[OH-].[K+].[Br:9][C:10]1[CH:15]=[CH:14][C:13]([C:16]2[C:17](=[O:22])[NH:18][C:19](=[O:21])[CH:20]=2)=[C:12]([F:23])[CH:11]=1. (2) Given the product [C:23]1([CH2:29][C:30]2[CH:31]=[CH:32][CH:33]=[CH:34][CH:35]=2)[CH:28]=[CH:27][CH:26]=[CH:25][CH:24]=1.[K:12], predict the reactants needed to synthesize it. The reactants are: C(C1C=CC=CN=1)=C.C(=O)=O.[K:12].C1C2C(=CC=CC=2)C=CC=1.[C:23]1([CH2:29][C:30]2[CH:35]=[CH:34][CH:33]=[CH:32][CH:31]=2)[CH:28]=[CH:27][CH:26]=[CH:25][CH:24]=1. (3) The reactants are: [Cl:1][C:2]1[CH:7]=[C:6]([NH2:8])[CH:5]=[CH:4][N:3]=1.[N:9]([O-])=O.[Na+].Cl[Sn]Cl.[OH-].[Na+]. Given the product [Cl:1][C:2]1[CH:7]=[C:6]([NH:8][NH2:9])[CH:5]=[CH:4][N:3]=1, predict the reactants needed to synthesize it.